Dataset: Catalyst prediction with 721,799 reactions and 888 catalyst types from USPTO. Task: Predict which catalyst facilitates the given reaction. Reactant: Br[C:2]1[CH:9]=[CH:8][C:5]([C:6]#[N:7])=[CH:4][C:3]=1[CH3:10].[B:11]1([B:11]2[O:15][C:14]([CH3:17])([CH3:16])[C:13]([CH3:19])([CH3:18])[O:12]2)[O:15][C:14]([CH3:17])([CH3:16])[C:13]([CH3:19])([CH3:18])[O:12]1.C([O-])(=O)C.[K+]. Product: [CH3:10][C:3]1[CH:4]=[C:5]([CH:8]=[CH:9][C:2]=1[B:11]1[O:15][C:14]([CH3:17])([CH3:16])[C:13]([CH3:19])([CH3:18])[O:12]1)[C:6]#[N:7]. The catalyst class is: 613.